From a dataset of Full USPTO retrosynthesis dataset with 1.9M reactions from patents (1976-2016). Predict the reactants needed to synthesize the given product. (1) Given the product [Cl:13][C:14]1[CH:15]=[CH:16][C:17]([CH2:18][O:19][C:20]2[CH:21]=[C:22]([CH:36]=[CH:37][CH:38]=2)[C:23]([NH:25][C:26]2[CH:31]=[CH:30][CH:29]=[CH:28][C:27]=2[S:32]([NH:33][C:1](=[O:11])[CH2:2][CH2:3][CH2:4][CH2:5][CH2:6][CH2:7][CH2:8][CH2:9][CH3:10])(=[O:34])=[O:35])=[O:24])=[CH:39][CH:40]=1, predict the reactants needed to synthesize it. The reactants are: [C:1](Cl)(=[O:11])[CH2:2][CH2:3][CH2:4][CH2:5][CH2:6][CH2:7][CH2:8][CH2:9][CH3:10].[Cl:13][C:14]1[CH:40]=[CH:39][C:17]([CH2:18][O:19][C:20]2[CH:21]=[C:22]([CH:36]=[CH:37][CH:38]=2)[C:23]([NH:25][C:26]2[CH:31]=[CH:30][CH:29]=[CH:28][C:27]=2[S:32](=[O:35])(=[O:34])[NH2:33])=[O:24])=[CH:16][CH:15]=1. (2) Given the product [CH3:15][CH:12]1[C:11]2=[C:6]([NH2:5])[CH:7]=[CH:8][CH:9]=[C:10]2[O:14][CH2:13]1, predict the reactants needed to synthesize it. The reactants are: FC(F)(F)C([NH:5][C:6]1[C:11]2[CH:12]([CH3:15])[CH2:13][O:14][C:10]=2[CH:9]=[CH:8][CH:7]=1)=O.O1CCCC1.CO.[OH-].[Li+]. (3) The reactants are: [O-][CH2:2]CCC.[K+].[CH:7]([CH:9]1[CH2:14][CH2:13][CH:12]([CH:15]2[CH2:20][CH2:19][CH:18]([C:21]3[CH:22]=[C:23]4[C:28](=[C:29]([F:31])[CH:30]=3)[O:27][C:26](=[O:32])[CH2:25][CH2:24]4)[CH2:17][CH2:16]2)[CH2:11][CH2:10]1)=O. Given the product [F:31][C:29]1[CH:30]=[C:21]([CH:18]2[CH2:17][CH2:16][CH:15]([CH:12]3[CH2:11][CH2:10][CH:9]([CH:7]=[CH2:2])[CH2:14][CH2:13]3)[CH2:20][CH2:19]2)[CH:22]=[C:23]2[C:28]=1[O:27][C:26](=[O:32])[CH2:25][CH2:24]2, predict the reactants needed to synthesize it. (4) Given the product [F:18][C:14]1[C:15]([CH3:17])=[CH:16][C:11]([NH:1][C@H:2]([CH2:6][CH2:7][CH2:8][CH3:9])[C:3]([OH:5])=[O:4])=[CH:12][C:13]=1[CH3:19], predict the reactants needed to synthesize it. The reactants are: [NH2:1][C@H:2]([CH2:6][CH2:7][CH2:8][CH3:9])[C:3]([OH:5])=[O:4].Br[C:11]1[CH:12]=[C:13]([CH3:19])[C:14]([F:18])=[C:15]([CH3:17])[CH:16]=1.C([O-])([O-])=O.[K+].[K+].Cl. (5) Given the product [C:23]1([C:29]2[CH:30]=[CH:31][CH:32]=[CH:33][CH:34]=2)[CH:28]=[CH:27][C:26]([O:19][CH2:18][CH2:17][CH2:16][CH2:15][C:14]#[C:13][C:10]2[CH:9]=[CH:8][C:7]([CH2:6][C@H:5]([O:20][CH3:21])[C:4]([OH:3])=[O:22])=[CH:12][CH:11]=2)=[CH:25][CH:24]=1, predict the reactants needed to synthesize it. The reactants are: C([O:3][C:4](=[O:22])[C@@H:5]([O:20][CH3:21])[CH2:6][C:7]1[CH:12]=[CH:11][C:10]([C:13]#[C:14][CH2:15][CH2:16][CH2:17][CH2:18][OH:19])=[CH:9][CH:8]=1)C.[C:23]1([C:29]2[CH:34]=[CH:33][C:32](O)=[CH:31][CH:30]=2)[CH:28]=[CH:27][CH:26]=[CH:25][CH:24]=1. (6) The reactants are: [CH3:1][C:2]1[N:3]=[C:4]([NH2:8])[S:5][C:6]=1[CH3:7].Br[CH2:10][CH:11]1[CH2:14][CH2:13][CH2:12]1.[C:15]12([C:25](O)=[O:26])[CH2:24][CH:19]3[CH2:20][CH:21]([CH2:23][CH:17]([CH2:18]3)[CH2:16]1)[CH2:22]2. Given the product [CH:11]1([CH2:10][N:3]2[C:2]([CH3:1])=[C:6]([CH3:7])[S:5]/[C:4]/2=[N:8]\[C:25]([C:15]23[CH2:24][CH:19]4[CH2:18][CH:17]([CH2:23][CH:21]([CH2:20]4)[CH2:22]2)[CH2:16]3)=[O:26])[CH2:14][CH2:13][CH2:12]1, predict the reactants needed to synthesize it. (7) Given the product [CH2:25]([O:27][C:28](=[O:48])[CH2:29][S:30][C:31]1[CH:36]=[CH:35][C:34]([O:37][CH2:38][CH2:39][C@H:40]([O:7][C:8]2[CH:13]=[CH:12][C:11]([CH:14]([CH3:16])[CH3:15])=[CH:10][C:9]=2[C:17](=[O:18])[C:19]2[CH:20]=[CH:21][CH:22]=[CH:23][CH:24]=2)[CH3:41])=[CH:33][C:32]=1[CH3:47])[CH3:26].[C:17]([C:9]1[CH:10]=[C:11]([CH:14]([CH3:16])[CH3:15])[CH:12]=[CH:13][C:8]=1[O:42][C@H:40]([CH3:41])[CH2:39][CH2:38][O:37][C:34]1[CH:35]=[CH:36][C:31]([S:30][CH2:29][C:28]([OH:27])=[O:48])=[C:32]([CH3:47])[CH:33]=1)(=[O:18])[C:19]1[CH:20]=[CH:21][CH:22]=[CH:23][CH:24]=1, predict the reactants needed to synthesize it. The reactants are: C(=O)([O-])[O-].[Cs+].[Cs+].[OH:7][C:8]1[CH:13]=[CH:12][C:11]([CH:14]([CH3:16])[CH3:15])=[CH:10][C:9]=1[C:17]([C:19]1[CH:24]=[CH:23][CH:22]=[CH:21][CH:20]=1)=[O:18].[CH2:25]([O:27][C:28](=[O:48])[CH2:29][S:30][C:31]1[CH:36]=[CH:35][C:34]([O:37][CH2:38][CH2:39][C@@H:40]([O:42]S(C)(=O)=O)[CH3:41])=[CH:33][C:32]=1[CH3:47])[CH3:26].C(OC(=O)C)C.